From a dataset of Reaction yield outcomes from USPTO patents with 853,638 reactions. Predict the reaction yield, written as a fraction of the theoretical maximum amount of product (1.0 means a 100% yield; for example, 0.34 means a 34% yield). (1) The reactants are [CH2:1]([N:8]([CH2:16][C:17]1[CH:22]=[CH:21][CH:20]=[CH:19][CH:18]=1)[CH2:9][CH2:10][C:11]([O:13]CC)=O)[C:2]1[CH:7]=[CH:6][CH:5]=[CH:4][CH:3]=1.[CH2:23]([Mg]Br)[CH3:24].[NH4+].[Cl-]. The catalyst is CCOCC.CC(C)[O-].[Ti+4].CC(C)[O-].CC(C)[O-].CC(C)[O-]. The product is [CH2:16]([N:8]([CH2:1][C:2]1[CH:3]=[CH:4][CH:5]=[CH:6][CH:7]=1)[CH2:9][CH2:10][C:11]1([OH:13])[CH2:24][CH2:23]1)[C:17]1[CH:18]=[CH:19][CH:20]=[CH:21][CH:22]=1. The yield is 0.880. (2) The reactants are C(OC([NH:8][C:9]1[N:14]=[CH:13][C:12]([CH2:15][CH:16]([CH:24]([S:45]CC2C=CC(OC)=CC=2)[CH2:25][CH2:26][C:27]2[CH:32]=[CH:31][CH:30]=[C:29]([C:33]([N:35]([CH3:44])[CH2:36][CH2:37][C:38]3[CH:43]=[CH:42][CH:41]=[CH:40][CH:39]=3)=[O:34])[CH:28]=2)[C:17]([O:19]C(C)(C)C)=[O:18])=[CH:11][CH:10]=1)=O)(C)(C)C. The catalyst is C([SiH](CC)CC)C.FC(F)(F)C(O)=O. The product is [NH2:8][C:9]1[N:14]=[CH:13][C:12]([CH2:15][CH:16]([CH:24]([SH:45])[CH2:25][CH2:26][C:27]2[CH:32]=[CH:31][CH:30]=[C:29]([C:33]([N:35]([CH3:44])[CH2:36][CH2:37][C:38]3[CH:43]=[CH:42][CH:41]=[CH:40][CH:39]=3)=[O:34])[CH:28]=2)[C:17]([OH:19])=[O:18])=[CH:11][CH:10]=1. The yield is 1.00.